From a dataset of Forward reaction prediction with 1.9M reactions from USPTO patents (1976-2016). Predict the product of the given reaction. (1) Given the reactants [CH:1]1([CH2:4][O:5][C:6]2[N:11]=[C:10]([C:12]([OH:14])=O)[CH:9]=[CH:8][C:7]=2[N:15]2[CH2:18][C:17]([F:20])([F:19])[CH2:16]2)[CH2:3][CH2:2]1.C(O)(=O)C(O)=O.[NH:27]1[C:30]2([CH2:33][O:32][CH2:31]2)[CH2:29][CH2:28]1.CN(C(ON1N=NC2C=CC=CC1=2)=[N+](C)C)C.[B-](F)(F)(F)F.CCN(C(C)C)C(C)C, predict the reaction product. The product is: [CH:1]1([CH2:4][O:5][C:6]2[N:11]=[C:10]([C:12]([N:27]3[C:30]4([CH2:33][O:32][CH2:31]4)[CH2:29][CH2:28]3)=[O:14])[CH:9]=[CH:8][C:7]=2[N:15]2[CH2:18][C:17]([F:20])([F:19])[CH2:16]2)[CH2:2][CH2:3]1. (2) Given the reactants Br[C:2]1[CH:14]=[C:13]2[C:5]([C:6]3[CH:7]=[CH:8][C:9]([N:23]4[CH2:28][CH2:27][CH2:26][CH2:25][CH2:24]4)=[CH:10][C:11]=3[C:12]2([CH2:19][CH2:20][CH2:21][CH3:22])[CH2:15][CH2:16][CH2:17][CH3:18])=[CH:4][CH:3]=1.CN(C)[CH:31]=[O:32], predict the reaction product. The product is: [CH2:19]([C:12]1([CH2:15][CH2:16][CH2:17][CH3:18])[C:13]2[CH:14]=[C:2]([CH:31]=[O:32])[CH:3]=[CH:4][C:5]=2[C:6]2[C:11]1=[CH:10][C:9]([N:23]1[CH2:28][CH2:27][CH2:26][CH2:25][CH2:24]1)=[CH:8][CH:7]=2)[CH2:20][CH2:21][CH3:22]. (3) Given the reactants [CH3:1][C:2](=[CH:4][CH2:5][CH2:6]/[C:7](=[CH:9]/[CH2:10][OH:11])/[CH3:8])[CH3:3], predict the reaction product. The product is: [CH3:8][CH:7]([CH2:6][CH2:5][CH2:4][CH:2]([CH3:3])[CH3:1])[CH2:9][CH2:10][OH:11]. (4) Given the reactants Br[C:2]1[CH:7]=[CH:6][CH:5]=[CH:4][C:3]=1[C:8]1[CH:9]=[C:10]([CH2:22][N:23]([CH3:31])[C:24](=[O:30])[O:25][C:26]([CH3:29])([CH3:28])[CH3:27])[S:11][C:12]=1[S:13]([C:16]1[CH:17]=[N:18][CH:19]=[CH:20][CH:21]=1)(=[O:15])=[O:14].O.[CH3:33][N:34](C)C=O, predict the reaction product. The product is: [C:33]([C:2]1[CH:7]=[CH:6][CH:5]=[CH:4][C:3]=1[C:8]1[CH:9]=[C:10]([CH2:22][N:23]([CH3:31])[C:24](=[O:30])[O:25][C:26]([CH3:29])([CH3:28])[CH3:27])[S:11][C:12]=1[S:13]([C:16]1[CH:17]=[N:18][CH:19]=[CH:20][CH:21]=1)(=[O:15])=[O:14])#[N:34]. (5) The product is: [Br:16][C:11]1[C:12](=[O:13])[N:8]([C:5]2[CH:4]=[CH:3][C:2]([F:1])=[CH:7][CH:6]=2)[N:9]([CH3:15])[C:10]=1[CH3:14]. Given the reactants [F:1][C:2]1[CH:7]=[CH:6][C:5]([N:8]2[C:12](=[O:13])[CH:11]=[C:10]([CH3:14])[N:9]2[CH3:15])=[CH:4][CH:3]=1.[Br:16]N1C(=O)CCC1=O, predict the reaction product. (6) Given the reactants Br[C:2]1[N:7]=[CH:6][C:5]2[C:8]([N:14]3[CH2:18][CH2:17][N:16]([CH3:19])[C:15]3=[O:20])=[N:9][N:10]([CH:11]([CH3:13])[CH3:12])[C:4]=2[CH:3]=1.[CH:21]1([S:24]([N:27]2[CH:31]=[C:30]([C:32]3[N:37]=[C:36]([NH2:38])[CH:35]=[CH:34][N:33]=3)[CH:29]=[N:28]2)(=[O:26])=[O:25])[CH2:23][CH2:22]1.C1(P(C2C=CC=CC=2)C2C3OC4C(=CC=CC=4P(C4C=CC=CC=4)C4C=CC=CC=4)C(C)(C)C=3C=CC=2)C=CC=CC=1.C(=O)([O-])[O-].[Cs+].[Cs+], predict the reaction product. The product is: [CH:21]1([S:24]([N:27]2[CH:31]=[C:30]([C:32]3[N:37]=[C:36]([NH:38][C:2]4[N:7]=[CH:6][C:5]5[C:8]([N:14]6[CH2:18][CH2:17][N:16]([CH3:19])[C:15]6=[O:20])=[N:9][N:10]([CH:11]([CH3:13])[CH3:12])[C:4]=5[CH:3]=4)[CH:35]=[CH:34][N:33]=3)[CH:29]=[N:28]2)(=[O:25])=[O:26])[CH2:23][CH2:22]1. (7) Given the reactants [F:1][C:2]1[CH:7]=[C:6]([C:8]2[CH:13]=[CH:12][C:11]([C:14]([F:17])([F:16])[F:15])=[CH:10][CH:9]=2)[C:5]([CH:18]=O)=[CH:4][CH:3]=1.Cl.[S:21]1[CH:25]=[CH:24][N:23]=[C:22]1[C:26](=[NH:28])[NH2:27].O=[C:30]([CH3:37])[CH2:31][C:32]([O:34][CH2:35][CH3:36])=[O:33], predict the reaction product. The product is: [F:1][C:2]1[CH:3]=[CH:4][C:5]([CH:18]2[C:31]([C:32]([O:34][CH2:35][CH3:36])=[O:33])=[C:30]([CH3:37])[NH:27][C:26]([C:22]3[S:21][CH:25]=[CH:24][N:23]=3)=[N:28]2)=[C:6]([C:8]2[CH:9]=[CH:10][C:11]([C:14]([F:15])([F:16])[F:17])=[CH:12][CH:13]=2)[CH:7]=1.